Dataset: Catalyst prediction with 721,799 reactions and 888 catalyst types from USPTO. Task: Predict which catalyst facilitates the given reaction. (1) Reactant: [NH2:1][C:2]1[N:7]([CH3:8])[C:6](=[O:9])[NH:5][C:4](=[O:10])[C:3]=1[N:11]([CH2:24][C:25]1[CH:30]=[CH:29][C:28]([Cl:31])=[CH:27][CH:26]=1)[C:12](=O)[C:13]1[CH:18]=[C:17]([CH3:19])[CH:16]=[CH:15][C:14]=1[O:20][CH2:21][CH3:22].[OH-].[Na+]. Product: [Cl:31][C:28]1[CH:29]=[CH:30][C:25]([CH2:24][N:11]2[C:3]3[C:4](=[O:10])[NH:5][C:6](=[O:9])[N:7]([CH3:8])[C:2]=3[N:1]=[C:12]2[C:13]2[CH:18]=[C:17]([CH3:19])[CH:16]=[CH:15][C:14]=2[O:20][CH2:21][CH3:22])=[CH:26][CH:27]=1. The catalyst class is: 8. (2) Product: [CH3:10][O:11][C:12]1[CH:17]=[CH:16][C:15]([N:1]2[C:9]3[C:4](=[CH:5][CH:6]=[CH:7][CH:8]=3)[CH:3]=[N:2]2)=[CH:14][CH:13]=1. The catalyst class is: 34. Reactant: [NH:1]1[C:9]2[C:4](=[CH:5][CH:6]=[CH:7][CH:8]=2)[CH:3]=[N:2]1.[CH3:10][O:11][C:12]1[CH:17]=[CH:16][C:15](B(O)O)=[CH:14][CH:13]=1.C(N(CC)CC)C. (3) Reactant: CON(C)[C:4]([C:6]1[CH:11]=[CH:10][C:9]([C:12]2[CH:17]=[CH:16][C:15]([C:18]([F:21])([F:20])[F:19])=[CH:14][CH:13]=2)=[C:8]([CH3:22])[CH:7]=1)=[O:5].[CH2:24]([Mg]Br)[CH2:25][CH2:26][CH2:27][CH2:28][CH3:29].O.[Cl-].[Na+]. Product: [CH3:22][C:8]1[CH:7]=[C:6]([C:4](=[O:5])[CH2:24][CH2:25][CH2:26][CH2:27][CH2:28][CH3:29])[CH:11]=[CH:10][C:9]=1[C:12]1[CH:13]=[CH:14][C:15]([C:18]([F:20])([F:21])[F:19])=[CH:16][CH:17]=1. The catalyst class is: 54.